This data is from Full USPTO retrosynthesis dataset with 1.9M reactions from patents (1976-2016). The task is: Predict the reactants needed to synthesize the given product. (1) The reactants are: [C:1]([O:5]CCO)(=[O:4])[CH:2]=[CH2:3].[C:9]([O-])(=[O:21])[CH2:10]CCCCCCCCCC.C([Sn+2]CCCC)CCC.C([O-])(=O)CCCCCCCCCCC.CC1C=CC(N=C=O)=CC=1N=C=O.[N-:59]=[C:60]=[O:61]. Given the product [C:1]([OH:5])(=[O:4])[CH:2]=[CH2:3].[NH2:59][C:60]([O:21][CH2:9][CH3:10])=[O:61], predict the reactants needed to synthesize it. (2) Given the product [CH:19]([C:23]1[CH:35]=[CH:34][CH:33]=[CH:32][C:24]=1[O:25][CH:26]1[CH2:27][CH2:28][N:29]([C:2]2[N:3]=[N:4][C:5]([C:8]3[CH:9]=[N:10][CH:11]=[C:12]([CH:18]=3)[C:13]([O:15][CH2:16][CH3:17])=[O:14])=[CH:6][N:7]=2)[CH2:30][CH2:31]1)([CH2:21][CH3:22])[CH3:20], predict the reactants needed to synthesize it. The reactants are: Br[C:2]1[N:3]=[N:4][C:5]([C:8]2[CH:9]=[N:10][CH:11]=[C:12]([CH:18]=2)[C:13]([O:15][CH2:16][CH3:17])=[O:14])=[CH:6][N:7]=1.[CH:19]([C:23]1[CH:35]=[CH:34][CH:33]=[CH:32][C:24]=1[O:25][CH:26]1[CH2:31][CH2:30][NH:29][CH2:28][CH2:27]1)([CH2:21][CH3:22])[CH3:20].C(=O)([O-])[O-].[K+].[K+]. (3) Given the product [Br:22][C:23]1[C:24]([C@@H:29]([NH:30][S@:31]([C:33]([CH3:36])([CH3:35])[CH3:34])=[O:32])[CH2:5][C:4]2[CH:8]=[CH:9][CH:10]=[C:2]([F:1])[CH:3]=2)=[N:25][CH:26]=[CH:27][CH:28]=1, predict the reactants needed to synthesize it. The reactants are: [F:1][C:2]1[CH:3]=[C:4]([CH:8]=[CH:9][CH:10]=1)[CH2:5][Mg]Cl.FC1C=C(C=C(F)C=1)C[Mg]Br.[Br:22][C:23]1[C:24]([CH:29]=[N:30][S@:31]([C:33]([CH3:36])([CH3:35])[CH3:34])=[O:32])=[N:25][CH:26]=[CH:27][CH:28]=1.